From a dataset of Retrosynthesis with 50K atom-mapped reactions and 10 reaction types from USPTO. Predict the reactants needed to synthesize the given product. (1) Given the product COCCOCCOCCOc1cccc(C2=N[C@@](C)(C(=O)O)CS2)c1O, predict the reactants needed to synthesize it. The reactants are: CCOC(=O)[C@@]1(C)CSC(c2cccc(OCCOCCOCCOC)c2O)=N1. (2) Given the product CCOC(=O)Cc1ccc(OC)c(Oc2ccc(NC(=O)c3ccc(Cl)cc3)cc2CN(CC)C(=O)C2CC2)c1, predict the reactants needed to synthesize it. The reactants are: CCOC(=O)Cc1ccc(OC)c(Oc2ccc(N)cc2CN(CC)C(=O)C2CC2)c1.O=C(Cl)c1ccc(Cl)cc1.